From a dataset of NCI-60 drug combinations with 297,098 pairs across 59 cell lines. Regression. Given two drug SMILES strings and cell line genomic features, predict the synergy score measuring deviation from expected non-interaction effect. Drug 1: CC(CN1CC(=O)NC(=O)C1)N2CC(=O)NC(=O)C2. Drug 2: C1C(C(OC1N2C=NC(=NC2=O)N)CO)O. Cell line: NCI/ADR-RES. Synergy scores: CSS=3.85, Synergy_ZIP=-2.31, Synergy_Bliss=-0.422, Synergy_Loewe=-6.65, Synergy_HSA=-0.611.